From a dataset of NCI-60 drug combinations with 297,098 pairs across 59 cell lines. Regression. Given two drug SMILES strings and cell line genomic features, predict the synergy score measuring deviation from expected non-interaction effect. (1) Drug 1: C1=CN(C(=O)N=C1N)C2C(C(C(O2)CO)O)O.Cl. Drug 2: C1=NC(=NC(=O)N1C2C(C(C(O2)CO)O)O)N. Cell line: MCF7. Synergy scores: CSS=4.57, Synergy_ZIP=-6.04, Synergy_Bliss=-6.31, Synergy_Loewe=-2.75, Synergy_HSA=-2.38. (2) Drug 1: COC1=C(C=C2C(=C1)N=CN=C2NC3=CC(=C(C=C3)F)Cl)OCCCN4CCOCC4. Drug 2: CC1OCC2C(O1)C(C(C(O2)OC3C4COC(=O)C4C(C5=CC6=C(C=C35)OCO6)C7=CC(=C(C(=C7)OC)O)OC)O)O. Cell line: NCI/ADR-RES. Synergy scores: CSS=20.7, Synergy_ZIP=-4.29, Synergy_Bliss=2.13, Synergy_Loewe=-2.24, Synergy_HSA=2.10. (3) Drug 1: CCN(CC)CCCC(C)NC1=C2C=C(C=CC2=NC3=C1C=CC(=C3)Cl)OC. Drug 2: CC1CCCC2(C(O2)CC(NC(=O)CC(C(C(=O)C(C1O)C)(C)C)O)C(=CC3=CSC(=N3)C)C)C. Cell line: UO-31. Synergy scores: CSS=20.0, Synergy_ZIP=-3.43, Synergy_Bliss=4.97, Synergy_Loewe=0.373, Synergy_HSA=4.68. (4) Drug 1: CC1=CC2C(CCC3(C2CCC3(C(=O)C)OC(=O)C)C)C4(C1=CC(=O)CC4)C. Drug 2: CC1C(C(=O)NC(C(=O)N2CCCC2C(=O)N(CC(=O)N(C(C(=O)O1)C(C)C)C)C)C(C)C)NC(=O)C3=C4C(=C(C=C3)C)OC5=C(C(=O)C(=C(C5=N4)C(=O)NC6C(OC(=O)C(N(C(=O)CN(C(=O)C7CCCN7C(=O)C(NC6=O)C(C)C)C)C)C(C)C)C)N)C. Cell line: DU-145. Synergy scores: CSS=2.02, Synergy_ZIP=5.58, Synergy_Bliss=6.81, Synergy_Loewe=2.16, Synergy_HSA=1.88. (5) Drug 1: CC1C(C(CC(O1)OC2CC(OC(C2O)C)OC3=CC4=CC5=C(C(=O)C(C(C5)C(C(=O)C(C(C)O)O)OC)OC6CC(C(C(O6)C)O)OC7CC(C(C(O7)C)O)OC8CC(C(C(O8)C)O)(C)O)C(=C4C(=C3C)O)O)O)O. Drug 2: CC1=C(C(=O)C2=C(C1=O)N3CC4C(C3(C2COC(=O)N)OC)N4)N. Cell line: IGROV1. Synergy scores: CSS=51.5, Synergy_ZIP=-3.60, Synergy_Bliss=-0.556, Synergy_Loewe=0.000601, Synergy_HSA=0.385.